Dataset: Forward reaction prediction with 1.9M reactions from USPTO patents (1976-2016). Task: Predict the product of the given reaction. (1) Given the reactants [OH-].[Na+].[CH2:3]([C:12]1[CH:17]=[CH:16][C:15]([C:18]2[CH:33]=[CH:32][C:21]3[N:22]=[C:23]([C:25]4[CH:30]=[CH:29][C:28]([OH:31])=[CH:27][CH:26]=4)[S:24][C:20]=3[CH:19]=2)=[CH:14][CH:13]=1)[CH2:4][CH2:5][CH2:6][CH2:7][CH2:8][CH2:9][CH2:10][CH3:11].Br[CH2:35][CH2:36][CH2:37][CH2:38][CH2:39][CH2:40][OH:41].[I-].[K+].Cl, predict the reaction product. The product is: [CH2:3]([C:12]1[CH:13]=[CH:14][C:15]([C:18]2[CH:33]=[CH:32][C:21]3[N:22]=[C:23]([C:25]4[CH:30]=[CH:29][C:28]([O:31][CH2:35][CH2:36][CH2:37][CH2:38][CH2:39][CH2:40][OH:41])=[CH:27][CH:26]=4)[S:24][C:20]=3[CH:19]=2)=[CH:16][CH:17]=1)[CH2:4][CH2:5][CH2:6][CH2:7][CH2:8][CH2:9][CH2:10][CH3:11]. (2) Given the reactants COC1N=C2C(=CC=1)N=CC=C2N1C=C2C(CCC(NCCCC3C=CC=CC=3C)C2)=N1.[CH3:33][O:34][C:35]1[N:36]=[C:37]2[C:42](=[CH:43][CH:44]=1)[N:41]=[CH:40][CH:39]=[C:38]2[N:45]1[CH:53]=[C:52]2[C:47]([CH2:48][CH2:49][CH:50]([NH:54][C:55](=O)[CH2:56][CH2:57][C:58]3[CH:63]=[CH:62][C:61]([CH3:64])=[CH:60][CH:59]=3)[CH2:51]2)=[N:46]1.CC(C[AlH]CC(C)C)C.C(C(C(C([O-])=O)O)O)([O-])=O.[Na+].[K+], predict the reaction product. The product is: [CH3:33][O:34][C:35]1[N:36]=[C:37]2[C:42](=[CH:43][CH:44]=1)[N:41]=[CH:40][CH:39]=[C:38]2[N:45]1[CH:53]=[C:52]2[C:47]([CH2:48][CH2:49][CH:50]([NH:54][CH2:55][CH2:56][CH2:57][C:58]3[CH:63]=[CH:62][C:61]([CH3:64])=[CH:60][CH:59]=3)[CH2:51]2)=[N:46]1.